Dataset: Full USPTO retrosynthesis dataset with 1.9M reactions from patents (1976-2016). Task: Predict the reactants needed to synthesize the given product. Given the product [C:27]([C:9]1[CH:8]=[C:7]([NH:6][C:5]([NH:54][C@@H:55]2[C:64]3[C:59](=[CH:60][CH:61]=[CH:62][CH:63]=3)[C@H:58]([O:65][C:66]3[CH:67]=[CH:68][C:69]4[N:70]([C:72]([N:75]5[CH2:76][CH2:77][CH2:78][CH2:79][CH2:80]5)=[N:73][N:74]=4)[CH:71]=3)[CH2:57][CH2:56]2)=[O:31])[N:11]([C:12]2[CH:13]=[N:14][N:15]([CH2:17][CH2:18][CH2:19][O:20][CH:21]3[CH2:26][CH2:25][CH2:24][CH2:23][O:22]3)[CH:16]=2)[N:10]=1)([CH3:30])([CH3:28])[CH3:29], predict the reactants needed to synthesize it. The reactants are: ClC(Cl)(Cl)CO[C:5](=[O:31])[NH:6][C:7]1[N:11]([C:12]2[CH:13]=[N:14][N:15]([CH2:17][CH2:18][CH2:19][O:20][CH:21]3[CH2:26][CH2:25][CH2:24][CH2:23][O:22]3)[CH:16]=2)[N:10]=[C:9]([C:27]([CH3:30])([CH3:29])[CH3:28])[CH:8]=1.C(C1C=C(NC([NH:54][C@@H:55]2[C:64]3[C:59](=[CH:60][CH:61]=[CH:62][CH:63]=3)[C@H:58]([O:65][C:66]3[CH:67]=[CH:68][C:69]4[N:70]([C:72]([N:75]5[CH2:80][CH2:79][CH2:78][CH2:77][CH2:76]5)=[N:73][N:74]=4)[CH:71]=3)[CH2:57][CH2:56]2)=O)N(C2C=CC(CO)=CC=2)N=1)(C)(C)C.